Dataset: hERG potassium channel inhibition data for cardiac toxicity prediction from Karim et al.. Task: Regression/Classification. Given a drug SMILES string, predict its toxicity properties. Task type varies by dataset: regression for continuous values (e.g., LD50, hERG inhibition percentage) or binary classification for toxic/non-toxic outcomes (e.g., AMES mutagenicity, cardiotoxicity, hepatotoxicity). Dataset: herg_karim. (1) The molecule is CCO[C@H]1CC[C@@H](N2CC(NC(=O)CNc3n[nH]c4ccc(C(F)(F)F)cc34)C2)CC1. The result is 1 (blocker). (2) The result is 1 (blocker). The drug is O=C(NCc1ccc(Cl)cc1O)C1CCN(Cc2ccn(-c3ccc(C(F)(F)F)cc3)c2)CC1. (3) The molecule is O=C(c1cc(F)cc(F)c1)N1CCN(c2ccc(OC3CCN(C4CCC4)CC3)cc2)C(=O)C1. The result is 0 (non-blocker).